From a dataset of Full USPTO retrosynthesis dataset with 1.9M reactions from patents (1976-2016). Predict the reactants needed to synthesize the given product. (1) Given the product [Cl:1][C:2]1[CH:11]=[C:10]2[C:5]([CH:6]=[CH:7][C:8](/[CH:12]=[CH:13]/[C:14]3[CH:15]=[C:16]([C@@H:20]([O:24][CH2:25][CH3:26])[C:21]([OH:23])=[O:22])[CH:17]=[CH:18][CH:19]=3)=[N:9]2)=[CH:4][CH:3]=1, predict the reactants needed to synthesize it. The reactants are: [Cl:1][C:2]1[CH:11]=[C:10]2[C:5]([CH:6]=[CH:7][C:8](/[CH:12]=[CH:13]/[C:14]3[CH:15]=[C:16]([CH:20]([O:24][CH2:25][CH3:26])[C:21]([OH:23])=[O:22])[CH:17]=[CH:18][CH:19]=3)=[N:9]2)=[CH:4][CH:3]=1.O.C[C@@H](N)C1C=CC=CC=1. (2) Given the product [CH2:16]([C:2]1[N:7]=[C:6]([C:8]([O:10][CH2:11][CH3:12])=[O:9])[CH:5]=[CH:4][CH:3]=1)[CH2:17][CH3:18], predict the reactants needed to synthesize it. The reactants are: Br[C:2]1[N:7]=[C:6]([C:8]([O:10][CH2:11][CH3:12])=[O:9])[CH:5]=[CH:4][CH:3]=1.N#N.[Br-].[CH2:16]([Zn+])[CH2:17][CH3:18]. (3) Given the product [ClH:1].[OH:22][NH:21][C:19]([CH:16]1[CH2:17][CH2:18][NH:13][CH2:14][CH2:15]1)=[O:20], predict the reactants needed to synthesize it. The reactants are: [ClH:1].CC1C(C[N:13]2[CH2:18][CH2:17][C:16](S(C3C=CC(OCC#CC)=CC=3)(=O)=O)([C:19]([NH:21][OH:22])=[O:20])[CH2:15][CH2:14]2)=C(C=CC=1)C(O)=O.[OH-].[NH4+]. (4) Given the product [C:30]([O:29][C:27]([N:3]1[CH2:4][C@@H:5]([C:17]([OH:19])=[O:18])[NH:6][C:2]1=[O:1])=[O:28])([CH3:33])([CH3:31])[CH3:32], predict the reactants needed to synthesize it. The reactants are: [O:1]=[C:2]1[N:6](C(OCC2C=CC=CC=2)=O)[C@H:5]([C:17]([O:19]CC2C=CC=CC=2)=[O:18])[CH2:4][N:3]1[C:27]([O:29][C:30]([CH3:33])([CH3:32])[CH3:31])=[O:28]. (5) Given the product [C:1]([O:5][C:6]([N:8]1[CH2:13][CH2:12][CH:11]([O:14][C:15]2[CH:24]=[C:23]([O:25][CH2:32][O:33][CH3:34])[CH:22]=[CH:21][C:16]=2[C:17]([O:19][CH3:20])=[O:18])[CH2:10][CH2:9]1)=[O:7])([CH3:4])([CH3:2])[CH3:3], predict the reactants needed to synthesize it. The reactants are: [C:1]([O:5][C:6]([N:8]1[CH2:13][CH2:12][CH:11]([O:14][C:15]2[CH:24]=[C:23]([OH:25])[CH:22]=[CH:21][C:16]=2[C:17]([O:19][CH3:20])=[O:18])[CH2:10][CH2:9]1)=[O:7])([CH3:4])([CH3:3])[CH3:2].C(=O)([O-])[O-].[K+].[K+].[CH3:32][O:33][CH2:34]Cl. (6) Given the product [C:31]([OH:36])(=[O:35])[C:32]([OH:34])=[O:33].[CH3:1][N:2]1[CH2:3][CH2:4][CH:5]([O:8][CH:9]2[C:18]3[CH:19]=[CH:20][CH:21]=[CH:22][C:17]=3[CH2:16][CH2:15][N:14]3[C:10]2=[N:11][C:12]([CH2:23][CH2:24][C:25]2[CH:30]=[CH:29][CH:28]=[CH:27][CH:26]=2)=[CH:13]3)[CH2:6][CH2:7]1, predict the reactants needed to synthesize it. The reactants are: [CH3:1][N:2]1[CH2:7][CH2:6][CH:5]([O:8][CH:9]2[C:18]3[CH:19]=[CH:20][CH:21]=[CH:22][C:17]=3[CH2:16][CH2:15][N:14]3[C:10]2=[N:11][C:12]([CH2:23][CH2:24][C:25]2[CH:30]=[CH:29][CH:28]=[CH:27][CH:26]=2)=[CH:13]3)[CH2:4][CH2:3]1.[C:31]([OH:36])(=[O:35])[C:32]([OH:34])=[O:33]. (7) Given the product [Br:1][C:2]1[CH:7]=[CH:6][C:5]([N:8]2[C:12](=[O:13])[N:11]([CH2:18][CH2:19][NH:20][C:21](=[O:27])[O:22][C:23]([CH3:26])([CH3:25])[CH3:24])[N:10]=[CH:9]2)=[C:4]([F:14])[CH:3]=1, predict the reactants needed to synthesize it. The reactants are: [Br:1][C:2]1[CH:7]=[CH:6][C:5]([N:8]2[C:12](=[O:13])[NH:11][N:10]=[CH:9]2)=[C:4]([F:14])[CH:3]=1.[H-].[Na+].Br[CH2:18][CH2:19][NH:20][C:21](=[O:27])[O:22][C:23]([CH3:26])([CH3:25])[CH3:24].